Task: Predict the reactants needed to synthesize the given product.. Dataset: Full USPTO retrosynthesis dataset with 1.9M reactions from patents (1976-2016) (1) Given the product [C:33]([C:14]1[CH:13]=[C:12]([C:9]2[N:7]3[N:8]=[C:3]([NH:20][CH:21]4[CH2:26][CH2:25][CH:24]([OH:27])[CH2:23][CH2:22]4)[CH:4]=[CH:5][C:6]3=[N:11][CH:10]=2)[CH:17]=[CH:16][CH:15]=1)#[N:34], predict the reactants needed to synthesize it. The reactants are: C([C:3]1[CH:4]=[CH:5][C:6]2[N:7]([C:9]([C:12]3[CH:17]=[CH:16][CH:15]=[C:14](Cl)[CH:13]=3)=[CH:10][N:11]=2)[N:8]=1)#N.Cl.[NH2:20][C@H:21]1[CH2:26][CH2:25][C@H:24]([OH:27])[CH2:23][CH2:22]1.C([O-])(O)=O.[Na+].[CH3:33][N:34]1C(=O)CCC1. (2) Given the product [CH:1]1([C:4]2[N:9]=[C:8]([C:10]3[NH:31][C:13]4=[N:14][C:15]([N:18]5[CH2:23][CH2:22][CH2:21][C@@H:20]([C:24]([N:26]6[CH2:27][CH2:28][CH2:29][CH2:30]6)=[O:25])[CH2:19]5)=[C:16]([F:33])[CH:17]=[C:12]4[N:11]=3)[CH:7]=[CH:6][N:5]=2)[CH2:3][CH2:2]1, predict the reactants needed to synthesize it. The reactants are: [CH:1]1([C:4]2[N:9]=[C:8]([C:10]3[NH:31][C:13]4=[N:14][C:15]([N:18]5[CH2:23][CH2:22][CH2:21][C@@H:20]([C:24]([N:26]6[CH2:30][CH2:29][CH2:28][CH2:27]6)=[O:25])[CH2:19]5)=[CH:16][CH:17]=[C:12]4[N:11]=3)[CH:7]=[CH:6][N:5]=2)[CH2:3][CH2:2]1.[B-](F)(F)(F)[F:33].[B-](F)(F)(F)F.C1[N+]2(CCl)CC[N+](F)(CC2)C1. (3) Given the product [CH:1]1([C:4]2[CH:5]=[CH:6][C:7]([C:15]([NH:19][C@@H:20]([CH2:25][CH:26]([CH3:28])[CH3:27])[C:21]([NH:23][CH3:24])=[O:22])=[O:17])=[N:8][C:9]=2[O:10][CH2:11][CH:12]2[CH2:13][CH2:14]2)[CH2:2][CH2:3]1, predict the reactants needed to synthesize it. The reactants are: [CH:1]1([C:4]2[CH:5]=[CH:6][C:7]([C:15]([OH:17])=O)=[N:8][C:9]=2[O:10][CH2:11][CH:12]2[CH2:14][CH2:13]2)[CH2:3][CH2:2]1.Cl.[NH2:19][C@@H:20]([CH2:25][CH:26]([CH3:28])[CH3:27])[C:21]([NH:23][CH3:24])=[O:22]. (4) The reactants are: C([O:8][C:9]1[CH:17]=[CH:16][C:15]2[NH:14][C:13]3[C:18](=[CH:21][C:22]([O:24][CH2:25][CH3:26])=[O:23])[CH2:19][CH2:20][C:12]=3[C:11]=2[CH:10]=1)C1C=CC=CC=1. Given the product [OH:8][C:9]1[CH:17]=[CH:16][C:15]2[NH:14][C:13]3[CH:18]([CH2:21][C:22]([O:24][CH2:25][CH3:26])=[O:23])[CH2:19][CH2:20][C:12]=3[C:11]=2[CH:10]=1, predict the reactants needed to synthesize it. (5) Given the product [OH:27][C:47]1[CH:48]=[CH:49][C:50]2[O:42][C:43](=[O:51])[C:44](=[CH:15][C:14]3[CH:18]=[CH:19][C:11]([C:8]4([NH:7][C:5](=[O:6])[O:4][CH2:1][CH:2]=[CH2:3])[CH2:10][CH2:9]4)=[CH:12][CH:13]=3)[C:45]=2[C:57]=1[OH:58], predict the reactants needed to synthesize it. The reactants are: [CH2:1]([O:4][C:5]([NH:7][C:8]1([C:11]2[CH:19]=[CH:18][C:14]([C:15](O)=O)=[CH:13][CH:12]=2)[CH2:10][CH2:9]1)=[O:6])[CH:2]=[CH2:3].CN(C([O:27]N1N=NC2C=CC=CC1=2)=[N+](C)C)C.[B-](F)(F)(F)F.[O:42]1[C:50]2[C:45](=C[CH:47]=[CH:48][CH:49]=2)[CH2:44][C:43]1=[O:51].[H-].[Na+].CN([CH:57]=[O:58])C. (6) Given the product [Cl:23][C:10]1[CH:9]=[C:8]([NH:7][CH2:6][C:3]2[S:4][CH:5]=[CH:1][CH:2]=2)[C:13]([C:14]2[N:15]([CH2:29][OH:30])[N:16]=[N:17][N:18]=2)=[CH:12][C:11]=1[S:19]([NH2:22])(=[O:21])=[O:20], predict the reactants needed to synthesize it. The reactants are: [CH:1]1[CH:2]=[C:3]([CH2:6][NH:7][C:8]2[C:13]([C:14]3[N:18]=[N:17][NH:16][N:15]=3)=[CH:12][C:11]([S:19]([NH2:22])(=[O:21])=[O:20])=[C:10]([Cl:23])[CH:9]=2)[S:4][CH:5]=1.C=O.CN([CH:29]=[O:30])C. (7) Given the product [Br:1][C:2]1[CH:3]=[C:4]([CH:5]=[C:6]([Cl:8])[CH:7]=1)[CH2:9][N:15]1[C:11](=[O:21])[C:12]2[C:13](=[CH:17][CH:18]=[CH:19][CH:20]=2)[C:14]1=[O:16], predict the reactants needed to synthesize it. The reactants are: [Br:1][C:2]1[CH:7]=[C:6]([Cl:8])[CH:5]=[C:4]([CH2:9]Br)[CH:3]=1.[C:11]1(=[O:21])[NH:15][C:14](=[O:16])[C:13]2=[CH:17][CH:18]=[CH:19][CH:20]=[C:12]12.[K]. (8) Given the product [ClH:1].[ClH:1].[NH2:10][C:9]([NH2:8])=[N:11][C:12]([C:14]1[CH:26]=[CH:25][C:24]2[C:23]3[C:18](=[CH:19][CH:20]=[CH:21][CH:22]=3)[N:17]([CH:27]3[CH2:28][CH2:29][NH:30][CH2:31][CH2:32]3)[C:16]=2[CH:15]=1)=[O:13], predict the reactants needed to synthesize it. The reactants are: [ClH:1].C(OCC)(=O)C.[NH2:8][C:9](=[N:11][C:12]([C:14]1[CH:26]=[CH:25][C:24]2[C:23]3[C:18](=[CH:19][CH:20]=[CH:21][CH:22]=3)[N:17]([CH:27]3[CH2:32][CH2:31][N:30](C(OC(C)(C)C)=O)[CH2:29][CH2:28]3)[C:16]=2[CH:15]=1)=[O:13])[NH2:10]. (9) The reactants are: [Br:1][C:2]1[CH:3]=[C:4]([N:8]2[C:12]3[CH2:13][CH2:14][O:15][CH2:16][C:11]=3[C:10]([C:17]([O:19]CC)=O)=[N:9]2)[CH:5]=[CH:6][CH:7]=1.C([NH2:24])=O.C[O-].[Na+]. Given the product [Br:1][C:2]1[CH:3]=[C:4]([N:8]2[C:12]3[CH2:13][CH2:14][O:15][CH2:16][C:11]=3[C:10]([C:17]([NH2:24])=[O:19])=[N:9]2)[CH:5]=[CH:6][CH:7]=1, predict the reactants needed to synthesize it. (10) Given the product [O:1]([C:9]1[CH:10]=[C:11]([C@@H:12]([OH:13])[CH2:28][N+:25]([O-:27])=[O:26])[CH:14]=[CH:15][C:16]=1[O:17][Si:18]([C:21]([CH3:24])([CH3:23])[CH3:22])([CH3:19])[CH3:20])[Si:2]([C:5]([CH3:8])([CH3:7])[CH3:6])([CH3:4])[CH3:3], predict the reactants needed to synthesize it. The reactants are: [O:1]([C:9]1[CH:10]=[C:11]([CH:14]=[CH:15][C:16]=1[O:17][Si:18]([C:21]([CH3:24])([CH3:23])[CH3:22])([CH3:20])[CH3:19])[CH:12]=[O:13])[Si:2]([C:5]([CH3:8])([CH3:7])[CH3:6])([CH3:4])[CH3:3].[N+:25]([CH3:28])([O-:27])=[O:26].Cl.